This data is from Retrosynthesis with 50K atom-mapped reactions and 10 reaction types from USPTO. The task is: Predict the reactants needed to synthesize the given product. (1) Given the product CCOC(=O)c1cnc(N2CCN(C(=O)Nc3ccccc3)CC2)c(Br)c1, predict the reactants needed to synthesize it. The reactants are: CCOC(=O)c1cnc(N2CCNCC2)c(Br)c1.O=C=Nc1ccccc1. (2) Given the product CC(=O)N1CCN(c2ccc(NC(=O)Cc3ccc(-c4ccnc(F)c4)nc3)nc2)CC1, predict the reactants needed to synthesize it. The reactants are: CC(=O)N1CCN(c2ccc(N)nc2)CC1.O=C(O)Cc1ccc(-c2ccnc(F)c2)nc1. (3) Given the product CCCCCCCCOc1ccc(-c2ccc(C(C)=O)cc2)cc1F, predict the reactants needed to synthesize it. The reactants are: CC(=O)Cl.CCCCCCCCOc1ccc(-c2ccccc2)cc1F. (4) Given the product COc1c(N)ccc2c1CN(C)C2=O, predict the reactants needed to synthesize it. The reactants are: COc1c([N+](=O)[O-])ccc2c1CN(C)C2=O. (5) The reactants are: CCOC(=O)CC(C(=O)OCC)c1ccc([N+](=O)[O-])cc1. Given the product CCOC(=O)CC(C(=O)OCC)c1ccc(N)cc1, predict the reactants needed to synthesize it.